Dataset: Forward reaction prediction with 1.9M reactions from USPTO patents (1976-2016). Task: Predict the product of the given reaction. Given the reactants [C:1]([CH2:3][CH2:4][N:5]([CH2:24][CH2:25][C:26]#[N:27])[CH2:6][CH2:7][CH2:8][CH2:9][CH2:10][CH2:11][CH2:12][CH2:13][CH2:14][N:15]([CH2:20][CH2:21][C:22]#[N:23])[CH2:16][CH2:17][C:18]#[N:19])#[N:2].CCO.C1COCC1, predict the reaction product. The product is: [NH2:23][CH2:22][CH2:21][CH2:20][N:15]([CH2:16][CH2:17][CH2:18][NH2:19])[CH2:14][CH2:13][CH2:12][CH2:11][CH2:10][CH2:9][CH2:8][CH2:7][CH2:6][N:5]([CH2:24][CH2:25][CH2:26][NH2:27])[CH2:4][CH2:3][CH2:1][NH2:2].